Dataset: NCI-60 drug combinations with 297,098 pairs across 59 cell lines. Task: Regression. Given two drug SMILES strings and cell line genomic features, predict the synergy score measuring deviation from expected non-interaction effect. Drug 1: C1=C(C(=O)NC(=O)N1)F. Drug 2: CCC1(CC2CC(C3=C(CCN(C2)C1)C4=CC=CC=C4N3)(C5=C(C=C6C(=C5)C78CCN9C7C(C=CC9)(C(C(C8N6C)(C(=O)OC)O)OC(=O)C)CC)OC)C(=O)OC)O.OS(=O)(=O)O. Cell line: MOLT-4. Synergy scores: CSS=61.0, Synergy_ZIP=6.44, Synergy_Bliss=2.66, Synergy_Loewe=1.64, Synergy_HSA=2.42.